This data is from Catalyst prediction with 721,799 reactions and 888 catalyst types from USPTO. The task is: Predict which catalyst facilitates the given reaction. Reactant: [C:1]([O:5][C:6](=[O:15])[NH:7][CH2:8][CH:9]1[CH2:14][CH2:13][NH:12][CH2:11][CH2:10]1)([CH3:4])([CH3:3])[CH3:2].[C:16](Cl)(=[O:27])[O:17][CH2:18][C:19]1[CH:24]=[C:23]([Cl:25])[CH:22]=[C:21]([Cl:26])[CH:20]=1.C(=O)(O)[O-].[Na+]. Product: [C:1]([O:5][C:6]([NH:7][CH2:8][CH:9]1[CH2:10][CH2:11][N:12]([C:16]([O:17][CH2:18][C:19]2[CH:20]=[C:21]([Cl:26])[CH:22]=[C:23]([Cl:25])[CH:24]=2)=[O:27])[CH2:13][CH2:14]1)=[O:15])([CH3:4])([CH3:2])[CH3:3]. The catalyst class is: 2.